From a dataset of Forward reaction prediction with 1.9M reactions from USPTO patents (1976-2016). Predict the product of the given reaction. (1) Given the reactants Cl.[O:2]([NH2:4])[CH3:3].C([O-])(=O)C.[Na+].[F:10][C:11]1[CH:18]=[CH:17][C:14]([CH:15]=O)=[CH:13][CH:12]=1, predict the reaction product. The product is: [CH3:3][O:2][N:4]=[CH:15][C:14]1[CH:17]=[CH:18][C:11]([F:10])=[CH:12][CH:13]=1. (2) The product is: [NH2:14][C@H:7]1[C:8]2[C:13](=[CH:12][CH:11]=[CH:10][CH:9]=2)[N:4]([C:1](=[O:3])[CH3:2])[C@@H:5]([CH3:26])[C@@H:6]1[CH3:25]. Given the reactants [C:1]([N:4]1[C:13]2[C:8](=[CH:9][CH:10]=[CH:11][CH:12]=2)[C@H:7]([NH:14]C(=O)OCC2C=CC=CC=2)[C@@H:6]([CH3:25])[C@@H:5]1[CH3:26])(=[O:3])[CH3:2], predict the reaction product.